Predict the reaction yield, written as a fraction of the theoretical maximum amount of product (1.0 means a 100% yield; for example, 0.34 means a 34% yield). From a dataset of Reaction yield outcomes from USPTO patents with 853,638 reactions. (1) The reactants are [CH:1]([C:3]1[N:11]2[C:6]([CH:7]=[CH:8][CH:9]=[CH:10]2)=[CH:5][C:4]=1[C:12]([O:14][CH2:15][CH3:16])=[O:13])=O.[CH2:17]1[C:22]2([CH2:27][CH2:26][NH:25][CH2:24][CH2:23]2)[CH2:21][CH2:20][N:19]([C:28]([O:30][C:31]([CH3:34])([CH3:33])[CH3:32])=[O:29])[CH2:18]1. No catalyst specified. The product is [CH2:15]([O:14][C:12]([C:4]1[CH:5]=[C:6]2[N:11]([C:3]=1[CH2:1][N:25]1[CH2:26][CH2:27][C:22]3([CH2:21][CH2:20][N:19]([C:28]([O:30][C:31]([CH3:32])([CH3:33])[CH3:34])=[O:29])[CH2:18][CH2:17]3)[CH2:23][CH2:24]1)[CH:10]=[CH:9][CH:8]=[CH:7]2)=[O:13])[CH3:16]. The yield is 0.760. (2) The reactants are Br[C:2]1[CH:3]=[C:4]([NH:10][C:11]2[CH:24]=[C:14]3[CH2:15][N:16]([CH2:19][CH2:20][CH2:21][O:22][CH3:23])[CH2:17][CH2:18][N:13]3[N:12]=2)[C:5](=[O:9])[N:6]([CH3:8])[CH:7]=1.[C:25]([O:28][CH2:29][C:30]1[C:31]([N:45]2[CH2:56][CH2:55][N:54]3[C:47](=[CH:48][C:49]4[CH2:50][C:51]([CH3:58])([CH3:57])[CH2:52][C:53]=43)[C:46]2=[O:59])=[N:32][CH:33]=[CH:34][C:35]=1B1OC(C)(C)C(C)(C)O1)(=[O:27])[CH3:26].[O-]P([O-])([O-])=O.[K+].[K+].[K+].O.C([O-])(=O)C.[Na+]. The catalyst is C1C=CC(P(C2C=CC=CC=2)[C-]2C=CC=C2)=CC=1.C1C=CC(P(C2C=CC=CC=2)[C-]2C=CC=C2)=CC=1.Cl[Pd]Cl.[Fe+2].C(#N)C.O. The product is [C:25]([O:28][CH2:29][C:30]1[C:31]([N:45]2[CH2:56][CH2:55][N:54]3[C:47](=[CH:48][C:49]4[CH2:50][C:51]([CH3:58])([CH3:57])[CH2:52][C:53]=43)[C:46]2=[O:59])=[N:32][CH:33]=[CH:34][C:35]=1[C:2]1[CH:3]=[C:4]([NH:10][C:11]2[CH:24]=[C:14]3[CH2:15][N:16]([CH2:19][CH2:20][CH2:21][O:22][CH3:23])[CH2:17][CH2:18][N:13]3[N:12]=2)[C:5](=[O:9])[N:6]([CH3:8])[CH:7]=1)(=[O:27])[CH3:26]. The yield is 0.740. (3) The reactants are [NH2:1][CH:2]([CH2:14][O:15][CH:16]([F:18])[F:17])[C:3]([NH:5][CH2:6][C:7]1[CH:12]=[CH:11][C:10](F)=[CH:9][CH:8]=1)=[O:4].C(N(CC)CC)C.[CH:26](=[O:28])[CH3:27]. The catalyst is C1COCC1.C(OCC)(=O)C. The product is [C:26]([NH:1][CH:2]([CH2:14][O:15][CH:16]([F:18])[F:17])[C:3]([NH:5][CH2:6][C:7]1[CH:12]=[CH:11][CH:10]=[CH:9][CH:8]=1)=[O:4])(=[O:28])[CH3:27]. The yield is 0.603. (4) The reactants are [N:1]([CH2:4][CH2:5][C@H:6]1[CH2:10][O:9][C:8]([CH3:12])([CH3:11])[O:7]1)=[N+]=[N-]. The catalyst is C(OCC)(=O)C.O=[Pt]=O. The product is [CH3:11][C:8]1([CH3:12])[O:7][C@@H:6]([CH2:5][CH2:4][NH2:1])[CH2:10][O:9]1. The yield is 0.880. (5) The reactants are [NH2:1][C:2]1[C:11]2[C:6](=[C:7](I)[CH:8]=[CH:9][CH:10]=2)[N:5]=[N:4][C:3]=1[C:13]([NH:15][CH2:16][CH2:17][CH3:18])=[O:14].C([Sn](CCCC)(CCCC)[C:24]1[CH:29]=[CH:28][CH:27]=[CH:26][N:25]=1)CCC. No catalyst specified. The product is [NH2:1][C:2]1[C:11]2[C:6](=[C:7]([C:24]3[CH:29]=[CH:28][CH:27]=[CH:26][N:25]=3)[CH:8]=[CH:9][CH:10]=2)[N:5]=[N:4][C:3]=1[C:13]([NH:15][CH2:16][CH2:17][CH3:18])=[O:14]. The yield is 0.390. (6) The reactants are [OH:1][C@H:2]1[CH2:7][CH2:6][C@H:5]([N:8]2[C:13](=[O:14])[C:12]([CH2:15][C:16]3[CH:21]=[CH:20][C:19]([C:22]4[C:23]([C:28]#[N:29])=[CH:24][CH:25]=[CH:26][CH:27]=4)=[CH:18][CH:17]=3)=[C:11]([CH2:30][CH2:31][CH3:32])[N:10]3[N:33]=[CH:34][CH:35]=[C:9]23)[CH2:4][CH2:3]1.[N+](=[CH:38][C:39]([O:41][CH2:42][CH3:43])=[O:40])=[N-].C(OCC)(=O)C.O. The catalyst is C(Cl)Cl.C([O-])(=O)C.[Rh+3].C([O-])(=O)C.C([O-])(=O)C. The product is [C:28]([C:23]1[CH:24]=[CH:25][CH:26]=[CH:27][C:22]=1[C:19]1[CH:20]=[CH:21][C:16]([CH2:15][C:12]2[C:13](=[O:14])[N:8]([C@H:5]3[CH2:4][CH2:3][C@H:2]([O:1][CH2:38][C:39]([O:41][CH2:42][CH3:43])=[O:40])[CH2:7][CH2:6]3)[C:9]3[N:10]([N:33]=[CH:34][CH:35]=3)[C:11]=2[CH2:30][CH2:31][CH3:32])=[CH:17][CH:18]=1)#[N:29]. The yield is 0.700.